Dataset: Catalyst prediction with 721,799 reactions and 888 catalyst types from USPTO. Task: Predict which catalyst facilitates the given reaction. (1) Reactant: [Cl:1][C:2]1[CH:3]=[CH:4][C:5]([OH:10])=[C:6]([CH:9]=1)[CH:7]=[O:8].[H-].[Na+].[CH3:13]I.[Cl-].[NH4+]. Product: [Cl:1][C:2]1[CH:3]=[CH:4][C:5]([O:10][CH3:13])=[C:6]([CH:9]=1)[CH:7]=[O:8]. The catalyst class is: 3. (2) Reactant: [H-].[Na+].[I-].[CH3:4][S+](C)(C)=O.[CH3:9][C:10]1[N:25]=[C:13]2[C:14](/[CH:18]=[CH:19]/[C:20]([O:22][CH2:23][CH3:24])=[O:21])=[CH:15][CH:16]=[CH:17][N:12]2[N:11]=1.O. Product: [CH3:9][C:10]1[N:25]=[C:13]2[C:14]([CH:18]3[CH2:4][CH:19]3[C:20]([O:22][CH2:23][CH3:24])=[O:21])=[CH:15][CH:16]=[CH:17][N:12]2[N:11]=1. The catalyst class is: 16. (3) Reactant: CO[C:3]1[CH:8]=[CH:7][C:6]([CH2:9][N:10]=[C:11]([CH3:16])[C:12]([F:15])([F:14])[F:13])=[CH:5][CH:4]=1.[C:17]([Si](C)(C)C)#[N:18].[Br-].[Mg+2].[Br-].[C:26]([O-:29])(O)=O.[Na+]. Product: [F:13][C:12]([F:15])([F:14])[C:11]([NH:10][CH2:9][C:6]1[CH:7]=[CH:8][C:3]([O:29][CH3:26])=[CH:4][CH:5]=1)([CH3:16])[C:17]#[N:18]. The catalyst class is: 2. (4) Reactant: [NH:1]1[CH2:6][CH2:5][CH2:4][CH2:3][C:2]1=O.C(=O)([O-])[O-:9].[K+].[K+].[CH3:14][O:15][CH2:16][CH2:17]Br. Product: [CH3:14][O:15][CH2:16][CH2:17][N:1]1[CH2:6][CH2:5][C:4](=[O:9])[CH2:3][CH2:2]1. The catalyst class is: 245. (5) Reactant: [CH2:1]([C:4]1[CH:5]=[C:6]([CH2:12][C:13]#N)[CH:7]=[N:8][C:9]=1[CH2:10][CH3:11])[CH:2]=[CH2:3].Cl.[O:16]1CCOC[CH2:17]1.C([O-])(O)=[O:23].[Na+]. Product: [CH3:17][O:16][C:13](=[O:23])[CH2:12][C:6]1[CH:7]=[N:8][C:9]([CH2:10][CH3:11])=[C:4]([CH2:1][CH:2]=[CH2:3])[CH:5]=1. The catalyst class is: 5. (6) Reactant: [Cl:1][C:2]1[C:3]([NH:18]C(=O)C(C)(C)C)=[N:4][C:5]([NH:13][C:14](=[O:17])[CH2:15]Cl)=[C:6]([CH:12]=1)[C:7]([O:9][CH2:10][CH3:11])=[O:8]. Product: [NH2:18][C:3]1[N:4]2[CH2:15][C:14](=[O:17])[N:13]=[C:5]2[C:6]([C:7]([O:9][CH2:10][CH3:11])=[O:8])=[CH:12][C:2]=1[Cl:1]. The catalyst class is: 107.